This data is from Catalyst prediction with 721,799 reactions and 888 catalyst types from USPTO. The task is: Predict which catalyst facilitates the given reaction. Reactant: Cl[CH2:2][C:3]([NH:5][C:6]1[C:15]([Cl:16])=[CH:14][CH:13]=[C:12]2[C:7]=1[CH:8]=[CH:9][C:10]([N:17]1[CH2:21][CH2:20][C@@H:19]([O:22][Si](C(C)(C)C)(C)C)[CH2:18]1)=[N:11]2)=[O:4].[NH2:30][C:31]1[CH:32]=[C:33]([CH:36]=[CH:37][CH:38]=1)[C:34]#[N:35].[F-].C([N+](CCCC)(CCCC)CCCC)CCC. Product: [Cl:16][C:15]1[C:6]([NH:5][C:3](=[O:4])[CH2:2][NH:30][C:31]2[CH:38]=[CH:37][CH:36]=[C:33]([C:34]#[N:35])[CH:32]=2)=[C:7]2[C:12](=[CH:13][CH:14]=1)[N:11]=[C:10]([N:17]1[CH2:21][CH2:20][C@@H:19]([OH:22])[CH2:18]1)[CH:9]=[CH:8]2. The catalyst class is: 7.